Dataset: Full USPTO retrosynthesis dataset with 1.9M reactions from patents (1976-2016). Task: Predict the reactants needed to synthesize the given product. (1) Given the product [F:27][C:28]1[CH:29]=[CH:30][CH:31]=[C:32]2[C:36]=1[CH2:35][N:23]([C:22]1[CH:24]=[CH:25][CH:26]=[C:20]([CH2:19][CH2:18][N:15]3[CH2:14][CH2:13][N:12]([C:8]4[CH:7]=[CH:6][CH:5]=[C:4]5[C:9]=4[CH:10]=[CH:11][C:2]([CH3:1])=[N:3]5)[CH2:17][CH2:16]3)[CH:21]=1)[CH2:33]2, predict the reactants needed to synthesize it. The reactants are: [CH3:1][C:2]1[CH:11]=[CH:10][C:9]2[C:4](=[CH:5][CH:6]=[CH:7][C:8]=2[N:12]2[CH2:17][CH2:16][N:15]([CH2:18][CH2:19][C:20]3[CH:21]=[C:22]([CH:24]=[CH:25][CH:26]=3)[NH2:23])[CH2:14][CH2:13]2)[N:3]=1.[F:27][C:28]1[C:36]2[C:35](=O)O[C:33](=O)[C:32]=2[CH:31]=[CH:30][CH:29]=1. (2) Given the product [NH2:1][C@@H:2]([CH3:3])[C:4]([O:6][CH2:17][CH:7]([CH2:12][CH3:11])[CH2:8][CH3:9])=[O:5], predict the reactants needed to synthesize it. The reactants are: [NH2:1][C@H:2]([C:4]([OH:6])=[O:5])[CH3:3].[C:7]1([CH3:17])[CH:12]=[CH:11]C(S(O)(=O)=O)=[CH:9][CH:8]=1.C(C(CC)CO)C.CCCC(C)C. (3) Given the product [CH2:30]([C:20]1([CH2:28][CH3:29])[CH2:19][C:18]([CH3:32])([CH3:33])[C:17]2[C:22](=[C:23]([CH:25]([CH3:27])[CH3:26])[CH:24]=[C:15]([C:14]#[C:13][C:10]3[CH:11]=[CH:12][C:7]([C:4]([CH3:6])([CH3:5])[C:3]([OH:34])=[O:2])=[CH:8][CH:9]=3)[CH:16]=2)[O:21]1)[CH3:31], predict the reactants needed to synthesize it. The reactants are: C[O:2][C:3](=[O:34])[C:4]([C:7]1[CH:12]=[CH:11][C:10]([C:13]#[C:14][C:15]2[CH:16]=[C:17]3[C:22](=[C:23]([CH:25]([CH3:27])[CH3:26])[CH:24]=2)[O:21][C:20]([CH2:30][CH3:31])([CH2:28][CH3:29])[CH2:19][C:18]3([CH3:33])[CH3:32])=[CH:9][CH:8]=1)([CH3:6])[CH3:5].[OH-].[K+].O. (4) Given the product [OH:18][CH2:17][C:3]1[N:2]([CH3:1])[C:10]2[C:5]([CH:4]=1)=[C:6]([O:15][CH3:16])[C:7]([O:13][CH3:14])=[C:8]([O:11][CH3:12])[CH:9]=2, predict the reactants needed to synthesize it. The reactants are: [CH3:1][N:2]1[C:10]2[C:5](=[C:6]([O:15][CH3:16])[C:7]([O:13][CH3:14])=[C:8]([O:11][CH3:12])[CH:9]=2)[CH:4]=[C:3]1[C:17](OC)=[O:18].C1(C)C=CC=CC=1.[H-].C([Al+]C(C)C)(C)C.O.O.O.O.O.O.O.O.O.O.S([O-])([O-])(=O)=O.[Na+].[Na+]. (5) Given the product [CH3:4][C:2]1([CH3:3])[C@@H:5]2[CH2:6][CH2:7][C@@H:8]([C:21]([OH:23])=[O:22])[CH2:9][N:10]2[C:11](=[O:12])[O:13]1, predict the reactants needed to synthesize it. The reactants are: O[C:2]([C@H:5]1[N:10]([C:11]([O:13]CC2C=CC=CC=2)=[O:12])[CH2:9][C@H:8]([C:21]([O:23]C)=[O:22])[CH2:7][CH2:6]1)([CH3:4])[CH3:3].[Li+].[OH-].Cl. (6) Given the product [Br:1][CH2:2][CH2:3][CH2:4][CH2:5][CH2:6][CH2:7][CH2:8][OH:9], predict the reactants needed to synthesize it. The reactants are: [Br:1][CH2:2][CH2:3][CH2:4][CH2:5][CH2:6][CH2:7][CH:8]=[O:9].C([O-])(=S)C.[K+].O. (7) Given the product [OH:5][C:6]1[CH:14]=[C:13]([CH3:15])[CH:12]=[CH:11][C:7]=1[C:8]([O:10][CH3:16])=[O:9], predict the reactants needed to synthesize it. The reactants are: S(Cl)(Cl)=O.[OH:5][C:6]1[CH:14]=[C:13]([CH3:15])[CH:12]=[CH:11][C:7]=1[C:8]([OH:10])=[O:9].[CH3:16]O. (8) Given the product [C:19]([C:21]1[CH:22]=[C:23]([NH:33][C:34](=[O:40])[CH:35]([CH2:38][CH3:39])[CH2:36][CH3:37])[CH:24]=[CH:25][C:26]=1[N:27]1[CH2:28][CH2:29][N:30]([CH:8]([C:4]2[CH:5]=[CH:6][CH:7]=[C:2]([F:1])[CH:3]=2)[C:9]2[O:10][CH:11]=[CH:12][N:13]=2)[CH2:31][CH2:32]1)#[N:20], predict the reactants needed to synthesize it. The reactants are: [F:1][C:2]1[CH:3]=[C:4]([CH:8](OS(C)(=O)=O)[C:9]2[O:10][CH:11]=[CH:12][N:13]=2)[CH:5]=[CH:6][CH:7]=1.[C:19]([C:21]1[CH:22]=[C:23]([NH:33][C:34](=[O:40])[CH:35]([CH2:38][CH3:39])[CH2:36][CH3:37])[CH:24]=[CH:25][C:26]=1[N:27]1[CH2:32][CH2:31][NH:30][CH2:29][CH2:28]1)#[N:20]. (9) Given the product [C:15]([N:16]([CH3:26])[C:17]1[CH:25]=[CH:24][CH:23]=[CH:22][C:18]=1[CH2:19][C:20]([NH:14][CH2:13][C@H:10]1[CH2:11][CH2:12][C@H:7]([C:5]([OH:4])=[O:6])[CH2:8][CH2:9]1)=[O:21])([OH:27])=[O:2], predict the reactants needed to synthesize it. The reactants are: [Li+].[OH-:2].C[O:4][C:5]([C@H:7]1[CH2:12][CH2:11][C@H:10]([CH2:13][N:14]2[C:20](=[O:21])[CH2:19][C:18]3[CH:22]=[CH:23][CH:24]=[CH:25][C:17]=3[N:16]([CH3:26])[C:15]2=[O:27])[CH2:9][CH2:8]1)=[O:6].